Dataset: Full USPTO retrosynthesis dataset with 1.9M reactions from patents (1976-2016). Task: Predict the reactants needed to synthesize the given product. (1) Given the product [Cl:19][C:5]1[CH:4]=[CH:3][C:2]([C:21]#[C:20][C:22]([OH:29])([CH2:26][CH2:27][CH3:28])[CH2:23][CH2:24][CH3:25])=[CH:7][C:6]=1[CH:8]([OH:18])[CH2:9][CH2:10][NH:11][C:12](=[O:17])[C:13]([F:16])([F:15])[F:14], predict the reactants needed to synthesize it. The reactants are: Br[C:2]1[CH:3]=[CH:4][C:5]([Cl:19])=[C:6]([CH:8]([OH:18])[CH2:9][CH2:10][NH:11][C:12](=[O:17])[C:13]([F:16])([F:15])[F:14])[CH:7]=1.[C:20]([C:22]([OH:29])([CH2:26][CH2:27][CH3:28])[CH2:23][CH2:24][CH3:25])#[CH:21]. (2) Given the product [Cl:20][C:21]1[CH:26]=[C:25]([CH:24]=[C:23]([Cl:29])[CH:22]=1)[CH2:27][N:4]1[CH2:5][CH2:6][N:1]([C:7]([O:9][C:10]([CH3:13])([CH3:12])[CH3:11])=[O:8])[CH2:2][CH2:3]1, predict the reactants needed to synthesize it. The reactants are: [N:1]1([C:7]([O:9][C:10]([CH3:13])([CH3:12])[CH3:11])=[O:8])[CH2:6][CH2:5][NH:4][CH2:3][CH2:2]1.C(=O)([O-])[O-].[K+].[K+].[Cl:20][C:21]1[CH:26]=[C:25]([CH2:27]Cl)[CH:24]=[C:23]([Cl:29])[CH:22]=1.